This data is from NCI-60 drug combinations with 297,098 pairs across 59 cell lines. The task is: Regression. Given two drug SMILES strings and cell line genomic features, predict the synergy score measuring deviation from expected non-interaction effect. (1) Drug 1: CC(C1=C(C=CC(=C1Cl)F)Cl)OC2=C(N=CC(=C2)C3=CN(N=C3)C4CCNCC4)N. Drug 2: C1=C(C(=O)NC(=O)N1)N(CCCl)CCCl. Cell line: HCT116. Synergy scores: CSS=18.7, Synergy_ZIP=-7.90, Synergy_Bliss=-9.55, Synergy_Loewe=-9.71, Synergy_HSA=-8.60. (2) Drug 1: CC1=C(C=C(C=C1)NC(=O)C2=CC=C(C=C2)CN3CCN(CC3)C)NC4=NC=CC(=N4)C5=CN=CC=C5. Drug 2: CC1C(C(CC(O1)OC2CC(CC3=C2C(=C4C(=C3O)C(=O)C5=CC=CC=C5C4=O)O)(C(=O)C)O)N)O. Cell line: NCI-H460. Synergy scores: CSS=39.7, Synergy_ZIP=3.18, Synergy_Bliss=1.97, Synergy_Loewe=-33.4, Synergy_HSA=1.09. (3) Drug 1: CC1=CC=C(C=C1)C2=CC(=NN2C3=CC=C(C=C3)S(=O)(=O)N)C(F)(F)F. Drug 2: C1C(C(OC1N2C=NC3=C2NC=NCC3O)CO)O. Cell line: SF-268. Synergy scores: CSS=-1.67, Synergy_ZIP=-1.71, Synergy_Bliss=-6.37, Synergy_Loewe=-3.38, Synergy_HSA=-5.46.